Dataset: Full USPTO retrosynthesis dataset with 1.9M reactions from patents (1976-2016). Task: Predict the reactants needed to synthesize the given product. (1) Given the product [CH3:1][O:2][C:3]([C:5]1[CH:14]=[CH:13][C:12]2[C:7](=[CH:8][CH:9]=[C:10]([CH:16]3[CH2:18][CH2:17]3)[CH:11]=2)[CH:6]=1)=[O:4], predict the reactants needed to synthesize it. The reactants are: [CH3:1][O:2][C:3]([C:5]1[CH:14]=[CH:13][C:12]2[C:7](=[CH:8][CH:9]=[C:10](Br)[CH:11]=2)[CH:6]=1)=[O:4].[CH:16]1(B(O)O)[CH2:18][CH2:17]1.C1(P(C2CCCCC2)C2CCCCC2)CCCCC1.P([O-])([O-])([O-])=O.[K+].[K+].[K+]. (2) Given the product [C:11]([NH:1][C:2]1[CH:3]=[CH:4][C:5]([CH2:8][CH2:9][CH2:10][C:11]([OH:13])=[O:12])=[CH:6][CH:7]=1)([CH:10]=[CH2:9])=[O:12], predict the reactants needed to synthesize it. The reactants are: [NH2:1][C:2]1[CH:7]=[CH:6][C:5]([CH2:8][CH2:9][CH2:10][C:11]([OH:13])=[O:12])=[CH:4][CH:3]=1.C(Cl)Cl.Cl[Si](C)(C)C. (3) Given the product [NH2:1][C:2]1[C:3]([C:14]([NH:21][CH2:20][C:19]([NH:22][CH2:23][C:24]2[CH:25]=[CH:26][C:27]([O:30][CH3:31])=[CH:28][CH:29]=2)([CH3:32])[C:18]([F:34])([F:33])[F:17])=[O:16])=[N:4][C:5]([O:12][CH3:13])=[C:6]([C:8]([F:9])([F:10])[F:11])[CH:7]=1, predict the reactants needed to synthesize it. The reactants are: [NH2:1][C:2]1[C:3]([C:14]([OH:16])=O)=[N:4][C:5]([O:12][CH3:13])=[C:6]([C:8]([F:11])([F:10])[F:9])[CH:7]=1.[F:17][C:18]([F:34])([F:33])[C:19]([CH3:32])([NH:22][CH2:23][C:24]1[CH:29]=[CH:28][C:27]([O:30][CH3:31])=[CH:26][CH:25]=1)[CH2:20][NH2:21].CCN(C(C)C)C(C)C.